From a dataset of Merck oncology drug combination screen with 23,052 pairs across 39 cell lines. Regression. Given two drug SMILES strings and cell line genomic features, predict the synergy score measuring deviation from expected non-interaction effect. (1) Drug 1: CC(=O)OC1C(=O)C2(C)C(O)CC3OCC3(OC(C)=O)C2C(OC(=O)c2ccccc2)C2(O)CC(OC(=O)C(O)C(NC(=O)c3ccccc3)c3ccccc3)C(C)=C1C2(C)C. Drug 2: COC1CC2CCC(C)C(O)(O2)C(=O)C(=O)N2CCCCC2C(=O)OC(C(C)CC2CCC(OP(C)(C)=O)C(OC)C2)CC(=O)C(C)C=C(C)C(O)C(OC)C(=O)C(C)CC(C)C=CC=CC=C1C. Cell line: NCIH1650. Synergy scores: synergy=32.1. (2) Synergy scores: synergy=1.10. Cell line: DLD1. Drug 2: Cn1nnc2c(C(N)=O)ncn2c1=O. Drug 1: O=S1(=O)NC2(CN1CC(F)(F)F)C1CCC2Cc2cc(C=CCN3CCC(C(F)(F)F)CC3)ccc2C1. (3) Drug 1: CN(Cc1cnc2nc(N)nc(N)c2n1)c1ccc(C(=O)NC(CCC(=O)O)C(=O)O)cc1. Drug 2: Cn1nnc2c(C(N)=O)ncn2c1=O. Cell line: SW620. Synergy scores: synergy=-25.3. (4) Drug 1: CCC1(O)CC2CN(CCc3c([nH]c4ccccc34)C(C(=O)OC)(c3cc4c(cc3OC)N(C)C3C(O)(C(=O)OC)C(OC(C)=O)C5(CC)C=CCN6CCC43C65)C2)C1. Drug 2: CNC(=O)c1cc(Oc2ccc(NC(=O)Nc3ccc(Cl)c(C(F)(F)F)c3)cc2)ccn1. Cell line: VCAP. Synergy scores: synergy=39.7.